Dataset: Full USPTO retrosynthesis dataset with 1.9M reactions from patents (1976-2016). Task: Predict the reactants needed to synthesize the given product. (1) Given the product [Br:22][C:20]1[CH:19]=[CH:18][C:17]([O:23][CH2:24][C:25]2[CH:30]=[CH:29][CH:28]=[CH:27][CH:26]=2)=[C:16]([C:11]2[N:10]([C:7]3[CH:8]=[CH:9][C:4]([C:3]([OH:31])=[O:2])=[CH:5][CH:6]=3)[C:14]([CH3:15])=[CH:13][CH:12]=2)[CH:21]=1, predict the reactants needed to synthesize it. The reactants are: C[O:2][C:3](=[O:31])[C:4]1[CH:9]=[CH:8][C:7]([N:10]2[C:14]([CH3:15])=[CH:13][CH:12]=[C:11]2[C:16]2[CH:21]=[C:20]([Br:22])[CH:19]=[CH:18][C:17]=2[O:23][CH2:24][C:25]2[CH:30]=[CH:29][CH:28]=[CH:27][CH:26]=2)=[CH:6][CH:5]=1. (2) Given the product [Br:1][C:2]1[CH:18]=[CH:17][C:5]2[C:6]3[N:7]=[C:8]([C:14]#[N:16])[S:9][C:10]=3[CH2:11][CH2:12][O:13][C:4]=2[CH:3]=1, predict the reactants needed to synthesize it. The reactants are: [Br:1][C:2]1[CH:18]=[CH:17][C:5]2[C:6]3[N:7]=[C:8]([C:14]([NH2:16])=O)[S:9][C:10]=3[CH2:11][CH2:12][O:13][C:4]=2[CH:3]=1.P(Cl)(Cl)(Cl)=O.O. (3) Given the product [Br:15][C:5]1[S:1][N:2]=[CH:3][C:4]=1[C:6]([OH:8])=[O:7], predict the reactants needed to synthesize it. The reactants are: [S:1]1[CH:5]=[C:4]([C:6]([OH:8])=[O:7])[CH:3]=[N:2]1.[Li]C(C)(C)C.C(Br)(Br)(Br)[Br:15].